From a dataset of Catalyst prediction with 721,799 reactions and 888 catalyst types from USPTO. Predict which catalyst facilitates the given reaction. (1) Product: [C:26]([O-:30])(=[O:35])[CH3:23].[NH4+:15].[F:13][C:10]1[CH:11]=[CH:12][C:7]([CH:6]2[CH2:5][CH2:4][CH2:3][CH2:2][N:18]3[N:17]=[C:16]([NH:19][C:20]4[CH:25]=[CH:24][C:23]([C:26]5[O:30][N:29]=[C:28]([CH3:31])[N:27]=5)=[C:22]([O:32][CH3:33])[CH:21]=4)[N:15]=[C:14]23)=[CH:8][CH:9]=1. Reactant: Cl[CH2:2][CH2:3][CH2:4][CH2:5][CH:6]([C:14]1[NH:18][N:17]=[C:16]([NH:19][C:20]2[CH:25]=[CH:24][C:23]([C:26]3[O:30][N:29]=[C:28]([CH3:31])[N:27]=3)=[C:22]([O:32][CH3:33])[CH:21]=2)[N:15]=1)[C:7]1[CH:12]=[CH:11][C:10]([F:13])=[CH:9][CH:8]=1.C(=O)([O-])[O-:35].[K+].[K+].[I-].[K+].O.C(#N)C. The catalyst class is: 3. (2) Reactant: [C:1]1([N:7]=[C:8]=[O:9])[CH:6]=[CH:5][CH:4]=[CH:3][CH:2]=1.[Cl:10][C:11]1[CH:12]=[CH:13][CH:14]=[C:15]2[C:20]=1[N:19]=[N:18][C:17]([C:21]1[CH:26]=[CH:25][CH:24]=[CH:23][CH:22]=1)=[C:16]2[C:27]1[CH:28]=[C:29]([NH2:33])[CH:30]=[CH:31][CH:32]=1. Product: [Cl:10][C:11]1[CH:12]=[CH:13][CH:14]=[C:15]2[C:20]=1[N:19]=[N:18][C:17]([C:21]1[CH:22]=[CH:23][CH:24]=[CH:25][CH:26]=1)=[C:16]2[C:27]1[CH:28]=[C:29]([NH:33][C:8]([NH:7][C:1]2[CH:6]=[CH:5][CH:4]=[CH:3][CH:2]=2)=[O:9])[CH:30]=[CH:31][CH:32]=1. The catalyst class is: 10. (3) Reactant: [NH2:1][C:2]1[N:7]=[C:6](Cl)[C:5]([C:9]#[N:10])=[C:4]([C:11]2[CH:16]=[CH:15][CH:14]=[CH:13][CH:12]=2)[N:3]=1.[C:17]1([OH:23])[CH:22]=[CH:21][CH:20]=[CH:19][CH:18]=1.C1CCN2C(=NCCC2)CC1. Product: [NH2:1][C:2]1[N:7]=[C:6]([O:23][C:17]2[CH:22]=[CH:21][CH:20]=[CH:19][CH:18]=2)[C:5]([C:9]#[N:10])=[C:4]([C:11]2[CH:16]=[CH:15][CH:14]=[CH:13][CH:12]=2)[N:3]=1. The catalyst class is: 57.